From a dataset of Full USPTO retrosynthesis dataset with 1.9M reactions from patents (1976-2016). Predict the reactants needed to synthesize the given product. (1) Given the product [CH3:43][N:44]1[CH2:49][CH2:48][N:47]([CH2:15][CH2:16][O:17][C:18]2[CH:19]=[CH:20][C:21]([CH:24]3[CH2:25][CH2:26][N:27]([C:30]4[CH:31]=[CH:32][C:33]5[N:34]([C:36]([C:39]([F:40])([F:41])[F:42])=[N:37][N:38]=5)[N:35]=4)[CH2:28][CH2:29]3)=[CH:22][CH:23]=2)[CH2:46][C:45]1=[O:50], predict the reactants needed to synthesize it. The reactants are: CCN(C(C)C)C(C)C.CS(O[CH2:15][CH2:16][O:17][C:18]1[CH:23]=[CH:22][C:21]([CH:24]2[CH2:29][CH2:28][N:27]([C:30]3[CH:31]=[CH:32][C:33]4[N:34]([C:36]([C:39]([F:42])([F:41])[F:40])=[N:37][N:38]=4)[N:35]=3)[CH2:26][CH2:25]2)=[CH:20][CH:19]=1)(=O)=O.[CH3:43][N:44]1[CH2:49][CH2:48][NH:47][CH2:46][C:45]1=[O:50]. (2) Given the product [F:1][C:2]1[CH:7]=[CH:6][C:5]([NH:8][CH:9]2[CH2:12][NH:11][CH2:10]2)=[C:4]([CH3:20])[CH:3]=1, predict the reactants needed to synthesize it. The reactants are: [F:1][C:2]1[CH:7]=[CH:6][C:5]([NH:8][CH:9]2[CH2:12][N:11](C(OC(C)(C)C)=O)[CH2:10]2)=[C:4]([CH3:20])[CH:3]=1.FC(F)(F)C(O)=O.ClCCl. (3) Given the product [CH3:11][C:12]12[O:13][CH:14]([CH:15]=[CH:16]1)[C:3]([C:2]([F:10])([F:9])[F:1])=[C:4]2[C:5]([F:8])([F:7])[F:6], predict the reactants needed to synthesize it. The reactants are: [F:1][C:2]([F:10])([F:9])[C:3]#[C:4][C:5]([F:8])([F:7])[F:6].[CH3:11][C:12]1[O:13][CH:14]=[CH:15][CH:16]=1. (4) Given the product [C:6]([OH:16])(=[O:13])[C:7]1[CH:12]=[CH:11][CH:10]=[CH:9][CH:8]=1, predict the reactants needed to synthesize it. The reactants are: Br([O-])(=O)=O.[Na+].[CH2:6]([OH:13])[C:7]1[CH:12]=[CH:11][CH:10]=[CH:9][CH:8]=1.CC[O:16]CC. (5) Given the product [CH2:29]([C:28]1[CH:27]=[C:26]2[C:21]([C:22](=[O:50])[C:23]([OH:49])=[C:24]([C:31]3[CH:32]=[C:33]([O:47][CH3:48])[C:34]([O:39][CH2:40][C:41]4[CH:42]=[CH:43][CH:44]=[CH:45][CH:46]=4)=[C:35]([O:37][CH3:38])[CH:36]=3)[O:25]2)=[CH:20][C:19]=1[CH2:11][CH2:12][CH2:13][CH2:14][CH2:15][CH2:16][CH2:17][CH3:10])[CH3:30], predict the reactants needed to synthesize it. The reactants are: C=CCCCCCC.B1[CH:14]2[CH2:15][CH2:16][CH2:17][CH:10]1[CH2:11][CH2:12][CH2:13]2.Br[C:19]1[CH:20]=[C:21]2[C:26](=[CH:27][C:28]=1[CH2:29][CH3:30])[O:25][C:24]([C:31]1[CH:36]=[C:35]([O:37][CH3:38])[C:34]([O:39][CH2:40][C:41]3[CH:46]=[CH:45][CH:44]=[CH:43][CH:42]=3)=[C:33]([O:47][CH3:48])[CH:32]=1)=[C:23]([OH:49])[C:22]2=[O:50]. (6) Given the product [CH2:1]([O:3][C:4]([C:6]1[CH:14]=[C:13]2[C:9]([C:10]([CH:18]=[O:19])=[C:11]([CH:15]([CH3:16])[CH3:17])[N:12]2[CH2:23][C:24]2[O:25][CH:26]=[CH:27][N:28]=2)=[CH:8][CH:7]=1)=[O:5])[CH3:2], predict the reactants needed to synthesize it. The reactants are: [CH2:1]([O:3][C:4]([C:6]1[CH:14]=[C:13]2[C:9]([C:10]([CH:18]=[O:19])=[C:11]([CH:15]([CH3:17])[CH3:16])[NH:12]2)=[CH:8][CH:7]=1)=[O:5])[CH3:2].[H-].[Na+].Cl[CH2:23][C:24]1[O:25][CH:26]=[CH:27][N:28]=1. (7) Given the product [CH:6]([C:5]1[CH:8]=[CH:9][C:2]([O:1][C:19](=[O:20])[C:18]([Br:17])([CH3:23])[CH3:22])=[CH:3][CH:4]=1)=[O:7], predict the reactants needed to synthesize it. The reactants are: [OH:1][C:2]1[CH:9]=[CH:8][C:5]([CH:6]=[O:7])=[CH:4][CH:3]=1.C(N(CC)CC)C.[Br:17][C:18]([CH3:23])([CH3:22])[C:19](Br)=[O:20].C(=O)C1C=CC=CC=1.